This data is from Forward reaction prediction with 1.9M reactions from USPTO patents (1976-2016). The task is: Predict the product of the given reaction. (1) Given the reactants [C:1]([O:8][CH2:9][C:10]1([CH3:22])[CH2:14][N:13]([C:15]2[CH:20]=[CH:19][CH:18]=[CH:17][CH:16]=2)[NH:12][C:11]1=[O:21])(=[O:7])[CH2:2][CH2:3][CH2:4][CH2:5][CH3:6].C(N(CC)C(C)C)(C)C.[C:32](Cl)([Cl:34])=[O:33].C1(C)C=CC=CC=1.Cl, predict the reaction product. The product is: [C:1]([O:8][CH2:9][C:10]1([CH3:22])[CH2:14][N:13]([C:15]2[CH:20]=[CH:19][CH:18]=[CH:17][CH:16]=2)[N:12]([C:32]([Cl:34])=[O:33])[C:11]1=[O:21])(=[O:7])[CH2:2][CH2:3][CH2:4][CH2:5][CH3:6]. (2) Given the reactants Cl.[NH:2]1[CH2:5][CH:4]([OH:6])[CH2:3]1.C(N(CC)C(C)C)(C)C.[CH:16]1([S:19](Cl)(=[O:21])=[O:20])[CH2:18][CH2:17]1.O, predict the reaction product. The product is: [CH:16]1([S:19]([N:2]2[CH2:5][CH:4]([OH:6])[CH2:3]2)(=[O:21])=[O:20])[CH2:18][CH2:17]1. (3) Given the reactants Br[C:2]1[C:3]([N:22]2[CH2:26][CH2:25][C@H:24]([CH2:27][OH:28])[CH2:23]2)=[N:4][CH:5]=[C:6]([CH:21]=1)[C:7]([NH:9][C:10]1[CH:15]=[CH:14][C:13]([O:16][C:17]([F:20])([F:19])[F:18])=[CH:12][CH:11]=1)=[O:8].[CH3:29][C:30]1[N:35]=[CH:34][C:33](B2OC(C)(C)C(C)(C)O2)=[CH:32][N:31]=1, predict the reaction product. The product is: [OH:28][CH2:27][C@H:24]1[CH2:25][CH2:26][N:22]([C:3]2[C:2]([C:33]3[CH:32]=[N:31][C:30]([CH3:29])=[N:35][CH:34]=3)=[CH:21][C:6]([C:7]([NH:9][C:10]3[CH:15]=[CH:14][C:13]([O:16][C:17]([F:20])([F:19])[F:18])=[CH:12][CH:11]=3)=[O:8])=[CH:5][N:4]=2)[CH2:23]1. (4) Given the reactants [CH:1]1([C:4]2[C:5]([N:22]([CH2:27][C:28]3[CH:33]=[CH:32][C:31]([O:34][CH3:35])=[CH:30][CH:29]=3)[S:23]([CH3:26])(=[O:25])=[O:24])=[CH:6][C:7]3[O:11][C:10]([C:12]4[CH:17]=[CH:16][C:15]([F:18])=[CH:14][CH:13]=4)=[C:9]([CH:19]=O)[C:8]=3[CH:21]=2)[CH2:3][CH2:2]1.[CH2:36]([NH2:39])[CH2:37][NH2:38].BrN1C(=O)CCC1=O.CCCCCC.C(OCC)(=O)C, predict the reaction product. The product is: [CH:1]1([C:4]2[C:5]([N:22]([CH2:27][C:28]3[CH:33]=[CH:32][C:31]([O:34][CH3:35])=[CH:30][CH:29]=3)[S:23]([CH3:26])(=[O:24])=[O:25])=[CH:6][C:7]3[O:11][C:10]([C:12]4[CH:17]=[CH:16][C:15]([F:18])=[CH:14][CH:13]=4)=[C:9]([C:19]4[NH:38][CH2:37][CH2:36][N:39]=4)[C:8]=3[CH:21]=2)[CH2:2][CH2:3]1. (5) Given the reactants [Cl:1][C:2]1[N:7]=[C:6]([C:8]2[NH:9][C:10]3[C:15]([CH:16]=2)=[C:14]([F:17])[CH:13]=[CH:12][CH:11]=3)[C:5]([OH:18])=[CH:4][CH:3]=1.[CH:19]1[CH:24]=[CH:23][C:22]([CH2:25]Br)=[CH:21][CH:20]=1.C([O-])([O-])=O.[K+].[K+], predict the reaction product. The product is: [CH2:25]([O:18][C:5]1[C:6]([C:8]2[NH:9][C:10]3[C:15]([CH:16]=2)=[C:14]([F:17])[CH:13]=[CH:12][CH:11]=3)=[N:7][C:2]([Cl:1])=[CH:3][CH:4]=1)[C:22]1[CH:23]=[CH:24][CH:19]=[CH:20][CH:21]=1. (6) The product is: [CH3:26][CH2:27][C@@H:28]1[NH:71][C:69](=[O:70])[C@H:68]([C@H:72]([OH:79])[C@@H:73]([CH2:75]/[CH:76]=[CH:77]/[CH3:78])[CH3:74])[N:67]([CH3:80])[C:65](=[O:66])[C@H:64]([CH:81]([CH3:82])[CH3:83])[N:63]([CH3:84])[C:61](=[O:62])[C@H:60]([CH2:85][CH:86]([CH3:87])[CH3:88])[N:59]([CH3:89])[C:57](=[O:58])[C@H:56]([CH2:90][CH:91]([CH3:93])[CH3:92])[N:55]([CH3:94])[C:53](=[O:54])[C@@H:52]([CH3:95])[NH:51][C:49](=[O:50])[C@H:48]([CH3:96])[NH:47][C:45](=[O:46])[C@H:44]([CH2:97][CH:98]([CH3:100])[CH3:99])[N:43]([CH3:101])[C:41](=[O:42])[C@H:40]([CH:102]([CH3:104])[CH3:103])[NH:39][C:37](=[O:38])[C@H:36]([CH2:105][CH:106]([CH3:108])[CH3:107])[N:35]([CH3:109])[C:33](=[O:34])[CH2:32][N:31]([CH3:110])[C:29]1=[O:30]. Given the reactants C/C=C/CC1C2OC(C(C(C)C)N(C)CCCCNC(=O)C2NC1)=O.[CH3:26][CH2:27][C@@H:28]1[NH:71][C:69](=[O:70])[C@H:68]([C@H:72]([OH:79])[C@@H:73]([CH2:75]/[CH:76]=[CH:77]/[CH3:78])[CH3:74])[N:67]([CH3:80])[C:65](=[O:66])[C@@H:64]([CH:81]([CH3:83])[CH3:82])[N:63]([CH3:84])[C:61](=[O:62])[C@H:60]([CH2:85][CH:86]([CH3:88])[CH3:87])[N:59]([CH3:89])[C:57](=[O:58])[C@H:56]([CH2:90][CH:91]([CH3:93])[CH3:92])[N:55]([CH3:94])[C:53](=[O:54])[C@@H:52]([CH3:95])[NH:51][C:49](=[O:50])[C@H:48]([CH3:96])[NH:47][C:45](=[O:46])[C@H:44]([CH2:97][CH:98]([CH3:100])[CH3:99])[N:43]([CH3:101])[C:41](=[O:42])[C@H:40]([CH:102]([CH3:104])[CH3:103])[NH:39][C:37](=[O:38])[C@H:36]([CH2:105][CH:106]([CH3:108])[CH3:107])[N:35]([CH3:109])[C:33](=[O:34])[CH2:32][N:31]([CH3:110])[C:29]1=[O:30].CC[C@@H]1NC(=O)[C@H]([C@H](O)[C@@H](C/C=C/C)C)N(C)C(=O)[C@H](C(C)C)N(C)C(=O)[C@H](CC(C)C)NC(=O)[C@H](CC(C)C)N(C)C(=O)[C@@H](C)NC(=O)[C@H](C)NC(=O)[C@H](CC(C)C)N(C)C(=O)[C@H](C(C)C)NC(=O)[C@H](CC(C)C)N(C)C(=O)CN(C)C1=O, predict the reaction product.